This data is from Full USPTO retrosynthesis dataset with 1.9M reactions from patents (1976-2016). The task is: Predict the reactants needed to synthesize the given product. (1) Given the product [Cl:1][C:2]1[C:7](=[O:8])[N:6]([C:9]2[CH:10]=[C:11]([C:12]([N:14]3[CH2:36][CH2:35][C@H:16]([OH:17])[CH2:15]3)=[O:13])[CH:19]=[CH:20][C:21]=2[CH3:22])[CH:5]=[N:4][C:3]=1[O:23][CH2:24][C:25]1[CH:30]=[CH:29][C:28]([F:31])=[CH:27][C:26]=1[F:32], predict the reactants needed to synthesize it. The reactants are: [Cl:1][C:2]1[C:7](=[O:8])[N:6]([C:9]2[CH:10]=[C:11]([CH:19]=[CH:20][C:21]=2[CH3:22])[C:12]([NH:14][CH2:15][C:16](N)=[O:17])=[O:13])[CH:5]=[N:4][C:3]=1[O:23][CH2:24][C:25]1[CH:30]=[CH:29][C:28]([F:31])=[CH:27][C:26]=1[F:32].Cl.N[CH2:35][C:36](N)=O. (2) Given the product [OH:5][C@H:6]([C@@H:10]([OH:14])[C:11]([OH:13])=[O:12])[C:7]([OH:9])=[O:8], predict the reactants needed to synthesize it. The reactants are: C(O)(=O)C.[OH:5][C@H:6]([C@@H:10]([OH:14])[C:11]([OH:13])=[O:12])[C:7]([OH:9])=[O:8].COC([C@@]1(N)CC[C@H](C2C=CC(C#CCCCCCC)=CC=2)C1)=O. (3) Given the product [Cl:40][C:37]1[CH:36]=[CH:35][C:34]([CH2:33][NH:7][CH2:8][CH2:9][N:10]2[C:19]3[C:14]([C:15](=[O:21])[NH:16][C:17](=[O:20])[N:18]=3)=[N:13][C:12]3[CH:22]=[C:23]([CH3:32])[C:24]([O:26][CH:27]4[CH2:28][CH2:29][CH2:30][CH2:31]4)=[CH:25][C:11]2=3)=[CH:39][CH:38]=1, predict the reactants needed to synthesize it. The reactants are: C(OC(=O)[N:7]([CH2:33][C:34]1[CH:39]=[CH:38][C:37]([Cl:40])=[CH:36][CH:35]=1)[CH2:8][CH2:9][N:10]1[C:19]2[C:14]([C:15](=[O:21])[NH:16][C:17](=[O:20])[N:18]=2)=[N:13][C:12]2[CH:22]=[C:23]([CH3:32])[C:24]([O:26][CH:27]3[CH2:31][CH2:30][CH2:29][CH2:28]3)=[CH:25][C:11]1=2)(C)(C)C. (4) Given the product [NH2:1][C:2]1[S:6][C:5]([S:7]([CH3:8])=[O:15])=[N:4][C:3]=1[C:9]1[CH:10]=[CH:11][CH:12]=[CH:13][CH:14]=1, predict the reactants needed to synthesize it. The reactants are: [NH2:1][C:2]1[S:6][C:5]([S:7][CH3:8])=[N:4][C:3]=1[C:9]1[CH:14]=[CH:13][CH:12]=[CH:11][CH:10]=1.[OH:15]O. (5) Given the product [ClH:40].[O:1]1[C:10]2[CH:9]=[C:8]([CH2:11][NH:12][CH:13]3[CH2:14][CH2:15][N:16]([CH2:19][CH2:20][N:21]4[C:30]5[C:25](=[C:26]([C:33]6[CH:34]=[CH:35][N:36]=[CH:37][CH:38]=6)[CH:27]=[C:28]([O:31][CH3:32])[CH:29]=5)[N:24]=[CH:23][C:22]4=[O:39])[CH2:17][CH2:18]3)[N:7]=[CH:6][C:5]=2[O:4][CH2:3][CH2:2]1, predict the reactants needed to synthesize it. The reactants are: [O:1]1[C:10]2[CH:9]=[C:8]([CH2:11][NH:12][CH:13]3[CH2:18][CH2:17][N:16]([CH2:19][CH2:20][N:21]4[C:30]5[C:25](=[C:26]([C:33]6[CH:38]=[CH:37][N:36]=[CH:35][CH:34]=6)[CH:27]=[C:28]([O:31][CH3:32])[CH:29]=5)[N:24]=[CH:23][C:22]4=[O:39])[CH2:15][CH2:14]3)[N:7]=[CH:6][C:5]=2[O:4][CH2:3][CH2:2]1.[ClH:40].C(OCC)(=O)C. (6) Given the product [CH3:52][N:51]([CH3:53])[CH2:50][CH2:49][NH:42][CH2:41][C:37]1[CH:36]=[C:35]([NH:34][C:2]2[N:7]=[C:6]([C:8]3[C:9]([C:17]4[CH:18]=[C:19]([NH:23][C:24](=[O:33])[C:25]5[C:30]([F:31])=[CH:29][CH:28]=[CH:27][C:26]=5[F:32])[CH:20]=[CH:21][CH:22]=4)=[N:10][N:11]4[CH:16]=[CH:15][CH:14]=[CH:13][C:12]=34)[CH:5]=[CH:4][N:3]=2)[CH:40]=[CH:39][CH:38]=1, predict the reactants needed to synthesize it. The reactants are: Cl[C:2]1[N:7]=[C:6]([C:8]2[C:9]([C:17]3[CH:18]=[C:19]([NH:23][C:24](=[O:33])[C:25]4[C:30]([F:31])=[CH:29][CH:28]=[CH:27][C:26]=4[F:32])[CH:20]=[CH:21][CH:22]=3)=[N:10][N:11]3[CH:16]=[CH:15][CH:14]=[CH:13][C:12]=23)[CH:5]=[CH:4][N:3]=1.[NH2:34][C:35]1[CH:36]=[C:37]([CH2:41][N:42]([CH2:49][CH2:50][N:51]([CH3:53])[CH3:52])C(=O)C(F)(F)F)[CH:38]=[CH:39][CH:40]=1.